This data is from Forward reaction prediction with 1.9M reactions from USPTO patents (1976-2016). The task is: Predict the product of the given reaction. (1) Given the reactants C[O:2][C:3]([C:5]1[CH:10]=[C:9]([Cl:11])[CH:8]=[C:7]([O:12][CH3:13])[N:6]=1)=[O:4].[OH-].[Na+].Cl, predict the reaction product. The product is: [Cl:11][C:9]1[CH:8]=[C:7]([O:12][CH3:13])[N:6]=[C:5]([C:3]([OH:4])=[O:2])[CH:10]=1. (2) Given the reactants [S:1]1[CH:5]=[C:4]([C:6]2[CH:16]=[CH:15][C:9]([O:10][CH2:11][CH:12]3[CH2:14][O:13]3)=[CH:8][CH:7]=2)[C:3]2[CH:17]=[CH:18][CH:19]=[CH:20][C:2]1=2.[CH2:21]1[C:30]2[C:25](=[CH:26][CH:27]=[CH:28][CH:29]=2)[CH2:24][CH2:23][NH:22]1, predict the reaction product. The product is: [S:1]1[CH:5]=[C:4]([C:6]2[CH:16]=[CH:15][C:9]([O:10][CH2:11][C@H:12]([OH:13])[CH2:14][N:22]3[CH2:23][CH2:24][C:25]4[C:30](=[CH:29][CH:28]=[CH:27][CH:26]=4)[CH2:21]3)=[CH:8][CH:7]=2)[C:3]2[CH:17]=[CH:18][CH:19]=[CH:20][C:2]1=2. (3) Given the reactants [Br:1][C:2]1[CH:8]=[CH:7][C:5](N)=[C:4]([C:9]2[CH2:13][CH2:12][O:11][N:10]=2)[C:3]=1[CH3:14].[CH3:15][S:16]SC.N([O-])=O.[Na+].S(=O)(=O)(O)O.Cl, predict the reaction product. The product is: [Br:1][C:2]1[C:3]([CH3:14])=[C:4]([C:9]2[CH2:13][CH2:12][O:11][N:10]=2)[C:5]([S:16][CH3:15])=[CH:7][CH:8]=1. (4) Given the reactants FC(F)(F)C(OI(C1C=CC=CC=1)OC(=O)C(F)(F)F)=O.C(C[NH:26][C:27](=[O:52])[C:28]1[CH:33]=[CH:32][C:31]([C:34]2[CH2:38][C:37]([C:43]3[CH:48]=[C:47]([Cl:49])[CH:46]=[C:45]([Cl:50])[CH:44]=3)([C:39]([F:42])([F:41])[F:40])[O:36][N:35]=2)=[CH:30][C:29]=1[CH3:51])(=O)N.O.Cl.[C:55](#[N:57])C.O, predict the reaction product. The product is: [ClH:49].[NH2:57][CH2:55][NH:26][C:27](=[O:52])[C:28]1[CH:33]=[CH:32][C:31]([C:34]2[CH2:38][C:37]([C:43]3[CH:48]=[C:47]([Cl:49])[CH:46]=[C:45]([Cl:50])[CH:44]=3)([C:39]([F:40])([F:41])[F:42])[O:36][N:35]=2)=[CH:30][C:29]=1[CH3:51]. (5) Given the reactants COC1C=CC(C[N:8]([C:31]2[S:32][CH:33]=[CH:34][N:35]=2)[S:9]([C:12]2[CH:13]=[CH:14][C:15]3[N:20]([C:21]4[CH:29]=[CH:28][CH:27]=[CH:26][C:22]=4[C:23]([NH2:25])=[O:24])[CH2:19][CH2:18][O:17][C:16]=3[CH:30]=2)(=[O:11])=[O:10])=CC=1.C(O)(C(F)(F)F)=O, predict the reaction product. The product is: [S:32]1[CH:33]=[CH:34][N:35]=[C:31]1[NH:8][S:9]([C:12]1[CH:13]=[CH:14][C:15]2[N:20]([C:21]3[CH:29]=[CH:28][CH:27]=[CH:26][C:22]=3[C:23]([NH2:25])=[O:24])[CH2:19][CH2:18][O:17][C:16]=2[CH:30]=1)(=[O:10])=[O:11]. (6) Given the reactants S(S([O-])=O)([O-])(=O)=O.[Na+].[Na+].[Br:10][C:11]1[CH:12]=[C:13]([NH2:18])[C:14]([NH2:17])=[CH:15][CH:16]=1.[CH3:19][O:20][C:21]1[CH:22]=[C:23]([C:27]2[CH:37]=[CH:36][C:30]3[N:31]=[C:32]([CH:34]=O)[O:33][C:29]=3[CH:28]=2)[CH:24]=[N:25][CH:26]=1, predict the reaction product. The product is: [Br:10][C:11]1[CH:16]=[CH:15][C:14]2[N:17]=[C:34]([C:32]3[O:33][C:29]4[CH:28]=[C:27]([C:23]5[CH:24]=[N:25][CH:26]=[C:21]([O:20][CH3:19])[CH:22]=5)[CH:37]=[CH:36][C:30]=4[N:31]=3)[NH:18][C:13]=2[CH:12]=1. (7) The product is: [C:4]([O-:8])(=[O:3])[CH3:5].[NH4+:7].[OH:13][C:12]1[CH:14]=[C:2]([CH:10]=[CH:11][CH:9]=1)[CH:1]=[O:3]. Given the reactants [CH2:1]([O:3][C:4](=[O:8])[CH2:5]C#[N:7])[CH3:2].[CH:9]1([C:12]([CH3:14])=[O:13])[CH2:11][CH2:10]1, predict the reaction product.